From a dataset of Full USPTO retrosynthesis dataset with 1.9M reactions from patents (1976-2016). Predict the reactants needed to synthesize the given product. (1) Given the product [C:1]([O:5][C:6]([NH:8][C@@H:9]([CH2:13][C:14]1[CH:19]=[C:18]([O:32][C:28]2[CH:29]=[CH:30][CH:31]=[C:26]([C:25]([F:24])([F:33])[F:34])[CH:27]=2)[CH:17]=[CH:16][C:15]=1[N+:21]([O-:23])=[O:22])[C:10]([OH:12])=[O:11])=[O:7])([CH3:4])([CH3:3])[CH3:2], predict the reactants needed to synthesize it. The reactants are: [C:1]([O:5][C:6]([NH:8][C@@H:9]([CH2:13][C:14]1[CH:19]=[C:18](F)[CH:17]=[CH:16][C:15]=1[N+:21]([O-:23])=[O:22])[C:10]([OH:12])=[O:11])=[O:7])([CH3:4])([CH3:3])[CH3:2].[F:24][C:25]([F:34])([F:33])[C:26]1[CH:27]=[C:28]([OH:32])[CH:29]=[CH:30][CH:31]=1.BrC1C=C(OC2C=CC=C(OC)C=2)C=CC=1[N+]([O-])=O.CO. (2) Given the product [Cl:11][C:12]1[CH:13]=[C:14]2[C:18](=[CH:19][CH:20]=1)[N:17]([CH3:21])[C:16]([C:22]1[CH:27]=[CH:26][C:25]([Cl:28])=[CH:24][CH:23]=1)=[C:15]2[CH2:29][CH2:30][CH:31]=[O:32], predict the reactants needed to synthesize it. The reactants are: [H-].C([Al+]CC(C)C)C(C)C.[Cl:11][C:12]1[CH:13]=[C:14]2[C:18](=[CH:19][CH:20]=1)[N:17]([CH3:21])[C:16]([C:22]1[CH:27]=[CH:26][C:25]([Cl:28])=[CH:24][CH:23]=1)=[C:15]2[CH2:29][CH2:30][C:31](OC)=[O:32].CO.Cl. (3) Given the product [N:3]1[CH:39]=[CH:34][N:35]=[CH:36][C:4]=1[NH:7][C:8](=[O:32])[C@@H:9]([N:14]1[CH2:18][C:17]([O:19][C:20]2[CH:25]=[CH:24][CH:23]=[C:22]([C:26]([OH:29])([CH3:28])[CH3:27])[C:21]=2[F:30])=[CH:16][C:15]1=[O:31])[CH2:10][CH:11]([CH3:13])[CH3:12], predict the reactants needed to synthesize it. The reactants are: CN1C=C[C:4]([NH:7][C:8](=[O:32])[C@@H:9]([N:14]2[CH2:18][C:17]([O:19][C:20]3[CH:25]=[CH:24][CH:23]=[C:22]([C:26]([OH:29])([CH3:28])[CH3:27])[C:21]=3[F:30])=[CH:16][C:15]2=[O:31])[CH2:10][CH:11]([CH3:13])[CH3:12])=[N:3]1.N[C:34]1[CH:39]=NC=[CH:36][N:35]=1.C(N1C=CN=C1)(N1C=CN=C1)=O. (4) Given the product [C:1]([O:5][C:6]([N:8]1[CH2:13][CH2:12][C:11]2[N:14]([CH2:24][C:25]([F:28])([F:27])[F:26])[C:15]([C:17]3[CH:22]=[CH:21][N:20]=[C:19]([I:30])[N:18]=3)=[CH:16][C:10]=2[C:9]1=[O:29])=[O:7])([CH3:4])([CH3:3])[CH3:2], predict the reactants needed to synthesize it. The reactants are: [C:1]([O:5][C:6]([N:8]1[CH2:13][CH2:12][C:11]2[N:14]([CH2:24][C:25]([F:28])([F:27])[F:26])[C:15]([C:17]3[CH:22]=[CH:21][N:20]=[C:19](N)[N:18]=3)=[CH:16][C:10]=2[C:9]1=[O:29])=[O:7])([CH3:4])([CH3:3])[CH3:2].[I-:30].[Cs+].II.N(OCCC(C)C)=O. (5) The reactants are: Cl.[F:2][C:3]1[CH:4]=[C:5]2[C:10](=[C:11]([N:13]3[CH2:18][CH2:17][N:16]([CH3:19])[CH2:15][CH2:14]3)[CH:12]=1)[O:9][C:8]([C:20](O)=[O:21])=[CH:7][C:6]2=[O:23].[N:24]1([C:30]2[CH:35]=[CH:34][C:33]([NH2:36])=[CH:32][CH:31]=2)[CH2:29][CH2:28][O:27][CH2:26][CH2:25]1. Given the product [N:24]1([C:30]2[CH:31]=[CH:32][C:33]([NH:36][C:20]([C:8]3[O:9][C:10]4[C:5]([C:6](=[O:23])[CH:7]=3)=[CH:4][C:3]([F:2])=[CH:12][C:11]=4[N:13]3[CH2:14][CH2:15][N:16]([CH3:19])[CH2:17][CH2:18]3)=[O:21])=[CH:34][CH:35]=2)[CH2:25][CH2:26][O:27][CH2:28][CH2:29]1, predict the reactants needed to synthesize it.